This data is from Full USPTO retrosynthesis dataset with 1.9M reactions from patents (1976-2016). The task is: Predict the reactants needed to synthesize the given product. (1) Given the product [OH:1][CH2:2][CH2:3][CH2:4][C:5]1[CH:6]=[CH:7][C:8]([OH:11])=[C:9]([I:12])[CH:10]=1, predict the reactants needed to synthesize it. The reactants are: [OH:1][CH2:2][CH2:3][CH2:4][C:5]1[CH:10]=[CH:9][C:8]([OH:11])=[CH:7][CH:6]=1.[I:12]I. (2) Given the product [Cl:26][C:14]1[CH:15]=[CH:16][C:17]([C:19]2[CH:20]=[CH:21][C:22]([Cl:25])=[CH:23][CH:24]=2)=[CH:18][C:13]=1[C:10]([OH:12])([CH3:9])[CH2:11][N:3]1[CH:7]=[N:6][CH:5]=[N:4]1, predict the reactants needed to synthesize it. The reactants are: [H-].[Na+].[NH:3]1[CH:7]=[N:6][CH:5]=[N:4]1.Br[CH2:9][C:10]([C:13]1[CH:18]=[C:17]([C:19]2[CH:24]=[CH:23][C:22]([Cl:25])=[CH:21][CH:20]=2)[CH:16]=[CH:15][C:14]=1[Cl:26])([OH:12])[CH3:11].O. (3) Given the product [CH3:20][N:9]1[C:10]2[C:6](=[CH:5][C:4]([N+:1]([O-:3])=[O:2])=[CH:12][CH:11]=2)[CH:7]=[C:8]1[C:13]([O:15][CH2:16][CH3:17])=[O:14], predict the reactants needed to synthesize it. The reactants are: [N+:1]([C:4]1[CH:5]=[C:6]2[C:10](=[CH:11][CH:12]=1)[NH:9][C:8]([C:13]([O:15][CH2:16][CH3:17])=[O:14])=[CH:7]2)([O-:3])=[O:2].CI.[C:20](#N)C. (4) Given the product [CH2:29]([O:36][C:37]([N:39]1[C@@H:40]([CH3:53])[C:41](=[O:52])[N:42]2[C@@H:48]([CH2:47][CH2:46][CH2:45][OH:44])[CH2:49][O:50][CH:43]2[CH2:51]1)=[O:38])[C:30]1[CH:31]=[CH:32][CH:33]=[CH:34][CH:35]=1, predict the reactants needed to synthesize it. The reactants are: COC(=O)[C@@H](N(C(OCC1C=CC=CC=1)=O)CC=O)C.N[C@@H](CCCO)CO.[CH2:29]([O:36][C:37]([N:39]1[CH2:51][CH:43]2[O:44][CH2:45][CH2:46][CH2:47][C@@H:48]([CH2:49][OH:50])[N:42]2[C:41](=[O:52])[C@@H:40]1[CH3:53])=[O:38])[C:30]1[CH:35]=[CH:34][CH:33]=[CH:32][CH:31]=1. (5) The reactants are: Br[C:2]1[C:3]([O:31][CH3:32])=[CH:4][C:5]2[CH2:6][CH2:7][N:8]3[CH:14]4[C:15](=[O:25])[N:16]([C:21]([CH3:24])([CH3:23])[CH3:22])[CH2:17][CH2:18][S:19][CH2:20][CH:13]4[C:12]([C:26]4[S:27][CH:28]=[CH:29][CH:30]=4)=[C:9]3[C:10]=2[CH:11]=1.[N:33]1[CH:38]=[CH:37][CH:36]=[C:35](B(O)O)[CH:34]=1.C([O-])([O-])=O.[K+].[K+].C(COC)OC. Given the product [C:21]([N:16]1[C:15](=[O:25])[CH:14]2[CH:13]([C:12]([C:26]3[S:27][CH:28]=[CH:29][CH:30]=3)=[C:9]3[C:10]4[CH:11]=[C:2]([C:35]5[CH:34]=[N:33][CH:38]=[CH:37][CH:36]=5)[C:3]([O:31][CH3:32])=[CH:4][C:5]=4[CH2:6][CH2:7][N:8]32)[CH2:20][S:19][CH2:18][CH2:17]1)([CH3:23])([CH3:22])[CH3:24], predict the reactants needed to synthesize it. (6) Given the product [ClH:35].[CH3:33][NH:34][CH2:6][C@@H:7]1[O:32][C:11]2=[C:12]3[C:16](=[CH:17][CH:18]=[C:10]2[O:9][CH2:8]1)[NH:15][N:14]=[C:13]3[S:19]([C:22]1[C:31]2[C:26](=[CH:27][CH:28]=[CH:29][CH:30]=2)[CH:25]=[CH:24][CH:23]=1)(=[O:20])=[O:21], predict the reactants needed to synthesize it. The reactants are: COS([CH2:6][C@H:7]1[O:32][C:11]2=[C:12]3[C:16](=[CH:17][CH:18]=[C:10]2[O:9][CH2:8]1)[NH:15][N:14]=[C:13]3[S:19]([C:22]1[C:31]2[C:26](=[CH:27][CH:28]=[CH:29][CH:30]=2)[CH:25]=[CH:24][CH:23]=1)(=[O:21])=[O:20])(=O)=O.[CH3:33][NH2:34].[ClH:35].CCOCC. (7) Given the product [CH2:17]([N:18]1[CH:4]=[CH:5][CH:6]=[C:7]([C:8]([O:10][CH3:11])=[O:9])[C:2]1=[O:3])[C:16]1[CH:19]=[CH:20][CH:13]=[CH:14][CH:15]=1, predict the reactants needed to synthesize it. The reactants are: O=[C:2]1[C:7]([C:8]([O:10][CH3:11])=[O:9])=[CH:6][CH:5]=[CH:4][O:3]1.F[C:13]1[CH:20]=[CH:19][C:16]([CH2:17][NH2:18])=[CH:15][CH:14]=1.CCN=C=NCCCN(C)C. (8) Given the product [C:51]([O:41][C:38]1[CH:39]=[CH:40][C:35]([C:11]2[N:10]=[C:9]3[N:5]([C:1]([CH3:2])([CH3:3])[CH3:4])[N:6]=[C:7]([CH3:43])[C:8]3=[C:13]([C:14]3[CH:15]=[CH:16][C:17]([N:20]4[CH2:21][CH2:22][N:23]([C:26]([O:28][C:29]([CH3:32])([CH3:31])[CH3:30])=[O:27])[CH2:24][CH2:25]4)=[CH:18][CH:19]=3)[C:12]=2[C:33]#[N:34])=[C:36]([F:42])[CH:37]=1)(=[O:58])[C:52]1[CH:57]=[CH:56][CH:55]=[CH:54][CH:53]=1, predict the reactants needed to synthesize it. The reactants are: [C:1]([N:5]1[C:9]2=[N:10][C:11]([C:35]3[CH:40]=[CH:39][C:38]([OH:41])=[CH:37][C:36]=3[F:42])=[C:12]([C:33]#[N:34])[C:13]([C:14]3[CH:19]=[CH:18][C:17]([N:20]4[CH2:25][CH2:24][N:23]([C:26]([O:28][C:29]([CH3:32])([CH3:31])[CH3:30])=[O:27])[CH2:22][CH2:21]4)=[CH:16][CH:15]=3)=[C:8]2[C:7]([CH3:43])=[N:6]1)([CH3:4])([CH3:3])[CH3:2].C(N(CC)CC)C.[C:51](Cl)(=[O:58])[C:52]1[CH:57]=[CH:56][CH:55]=[CH:54][CH:53]=1. (9) Given the product [CH3:1][O:2][C:3]1[CH:4]=[C:5]2[C:14](=[CH:15][CH:16]=1)[C:13](=[O:17])[C:7]1([CH2:12][CH2:11][N:10]([CH2:19][C:20]([OH:22])=[O:21])[CH2:9][CH2:8]1)[CH2:6]2, predict the reactants needed to synthesize it. The reactants are: [CH3:1][O:2][C:3]1[CH:4]=[C:5]2[C:14](=[CH:15][CH:16]=1)[C:13](=[O:17])[C:7]1([CH2:12][CH2:11][NH:10][CH2:9][CH2:8]1)[CH2:6]2.Br[CH2:19][C:20]([OH:22])=[O:21].CCN(C(C)C)C(C)C. (10) Given the product [OH:14][C@H:15]1[O:23][C@H:22]([CH2:24][OH:25])[C@@H:20]([OH:21])[C@H:18]([OH:19])[C@@H:16]1[OH:17], predict the reactants needed to synthesize it. The reactants are: C1(NC2C(=O)C(=O)C=2)C=CC=CC=1.[OH:14][C@H:15]1[O:23][C@H:22]([CH2:24][OH:25])[C@@H:20]([OH:21])[C@H:18]([OH:19])[C@@H:16]1[OH:17].C(N(CC)CC)C.